This data is from Full USPTO retrosynthesis dataset with 1.9M reactions from patents (1976-2016). The task is: Predict the reactants needed to synthesize the given product. (1) Given the product [CH:9]1([NH:15][C:2](=[O:8])[CH2:3][C:4]([OH:6])=[O:5])[CH2:14][CH2:13][CH2:12][CH2:11][CH2:10]1, predict the reactants needed to synthesize it. The reactants are: Cl[C:2](=[O:8])[CH2:3][C:4]([O:6]C)=[O:5].[CH:9]1([NH2:15])[CH2:14][CH2:13][CH2:12][CH2:11][CH2:10]1.[OH-].[Na+]. (2) Given the product [ClH:45].[C:33]1([CH:32]([C:39]2[CH:40]=[CH:41][CH:42]=[CH:43][CH:44]=2)[CH2:31][NH:30][C:9]2[N:8]=[C:7]([N:4]3[CH2:5][CH2:6][C@@H:2]([NH:1][C:70]([NH:100][CH2:101][C:102]4[CH:103]=[N:104][CH:105]=[CH:106][CH:107]=4)=[O:71])[CH2:3]3)[N:15]=[C:14]3[C:10]=2[N:11]=[CH:12][N:13]3[C@@H:16]2[CH2:20][C@H:19]([N:21]3[N:25]=[C:24]([CH2:26][CH3:27])[CH:23]=[N:22]3)[C@@H:18]([OH:28])[C@H:17]2[OH:29])[CH:34]=[CH:35][CH:36]=[CH:37][CH:38]=1, predict the reactants needed to synthesize it. The reactants are: [NH2:1][C@@H:2]1[CH2:6][CH2:5][N:4]([C:7]2[N:15]=[C:14]3[C:10]([N:11]=[CH:12][N:13]3[C@@H:16]3[CH2:20][C@H:19]([N:21]4[N:25]=[C:24]([CH2:26][CH3:27])[CH:23]=[N:22]4)[C@@H:18]([OH:28])[C@H:17]3[OH:29])=[C:9]([NH:30][CH2:31][CH:32]([C:39]3[CH:44]=[CH:43][CH:42]=[CH:41][CH:40]=3)[C:33]3[CH:38]=[CH:37][CH:36]=[CH:35][CH:34]=3)[N:8]=2)[CH2:3]1.[ClH:45].C1(C(C2C=CC=CC=2)CNC2N=C(N3CC[C@@H](N[C:70](NCC4C=CC=CN=4)=[O:71])C3)N=C3C=2N=CN3[C@@H]2C[C@H](N3N=NC(CC)=N3)[C@@H](O)[C@H]2O)C=CC=CC=1.[NH2:100][CH2:101][C:102]1[CH:103]=[N:104][CH:105]=[CH:106][CH:107]=1. (3) The reactants are: [F:1][C:2]1([F:14])[C:11]2[C:6](=[CH:7][CH:8]=[C:9]([F:12])[CH:10]=2)[C:5](=O)[CH2:4][CH2:3]1.[CH3:15][C:16]([CH3:18])=O.FC1(F)C2C(=CC=C(F)C=2)CCC1.[Mn]([O-])(=O)(=O)=[O:33].[K+]. Given the product [F:1][C:2]1([F:14])[C:11]2[C:6](=[CH:7][CH:8]=[C:9]([F:12])[CH:10]=2)[C@H:5]([CH:16]([CH3:18])[CH3:15])[C:4](=[O:33])[CH2:3]1, predict the reactants needed to synthesize it. (4) Given the product [C:18]([NH:17][C:13]1[CH:12]=[C:11]([CH:8]2[CH2:9][CH2:10][N:5]([CH2:4][CH2:3][C@H:2]([NH:1][C:39]([C:29]3[C:38]4[C:33](=[CH:34][CH:35]=[CH:36][CH:37]=4)[CH:32]=[CH:31][CH:30]=3)=[O:40])[C:23]3[CH:24]=[CH:25][CH:26]=[CH:27][CH:28]=3)[CH2:6][CH2:7]2)[CH:16]=[CH:15][CH:14]=1)(=[O:22])[CH:19]([CH3:21])[CH3:20], predict the reactants needed to synthesize it. The reactants are: [NH2:1][C@H:2]([C:23]1[CH:28]=[CH:27][CH:26]=[CH:25][CH:24]=1)[CH2:3][CH2:4][N:5]1[CH2:10][CH2:9][CH:8]([C:11]2[CH:12]=[C:13]([NH:17][C:18](=[O:22])[CH:19]([CH3:21])[CH3:20])[CH:14]=[CH:15][CH:16]=2)[CH2:7][CH2:6]1.[C:29]1([C:39](Cl)=[O:40])[C:38]2[C:33](=[CH:34][CH:35]=[CH:36][CH:37]=2)[CH:32]=[CH:31][CH:30]=1. (5) Given the product [CH2:14]([O:16][C:17]([C:19]1[N:20]([C:38]2[CH:39]=[CH:40][C:35]([O:34][CH:31]([CH3:33])[CH3:32])=[CH:36][CH:37]=2)[C:21]2[C:26]([C:27]=1[CH:28]=[O:29])=[CH:25][C:24]([Br:30])=[CH:23][CH:22]=2)=[O:18])[CH3:15], predict the reactants needed to synthesize it. The reactants are: CCN(CC)CC.N1C=CC=CC=1.[CH2:14]([O:16][C:17]([C:19]1[NH:20][C:21]2[C:26]([C:27]=1[CH:28]=[O:29])=[CH:25][C:24]([Br:30])=[CH:23][CH:22]=2)=[O:18])[CH3:15].[CH:31]([O:34][C:35]1[CH:40]=[CH:39][C:38](B(O)O)=[CH:37][CH:36]=1)([CH3:33])[CH3:32]. (6) Given the product [OH:1][C@H:2]1[CH2:7][CH2:6][CH2:5][NH:4][C@@H:3]1[C:8]([OH:10])=[O:9], predict the reactants needed to synthesize it. The reactants are: [OH:1][C@@H:2]1[CH2:7][CH2:6][CH2:5][NH:4][C@@H:3]1[C:8]([OH:10])=[O:9].OCC(CO)(CO)N. (7) Given the product [CH2:1]([O:5][C:6]1[CH:11]=[C:10](/[CH:12]=[C:13](\[O:18][CH2:19][CH3:20])/[C:14]([O:16][CH3:17])=[O:15])[CH:9]=[CH:8][C:7]=1[C:21]1[CH:26]=[CH:25][CH:24]=[C:23]([N:27]([CH3:28])[C:38]([NH:37][CH2:29][CH2:30][C:31]2[CH:36]=[CH:35][CH:34]=[CH:33][CH:32]=2)=[O:39])[CH:22]=1)[CH2:2][CH2:3][CH3:4], predict the reactants needed to synthesize it. The reactants are: [CH2:1]([O:5][C:6]1[CH:11]=[C:10](/[CH:12]=[C:13](\[O:18][CH2:19][CH3:20])/[C:14]([O:16][CH3:17])=[O:15])[CH:9]=[CH:8][C:7]=1[C:21]1[CH:26]=[CH:25][CH:24]=[C:23]([NH:27][CH3:28])[CH:22]=1)[CH2:2][CH2:3][CH3:4].[CH2:29]([N:37]=[C:38]=[O:39])[CH2:30][C:31]1[CH:36]=[CH:35][CH:34]=[CH:33][CH:32]=1.